Dataset: Full USPTO retrosynthesis dataset with 1.9M reactions from patents (1976-2016). Task: Predict the reactants needed to synthesize the given product. (1) The reactants are: Br[C:2]1[N:6]([CH3:7])[CH:5]=[N:4][C:3]=1[C:8]1[CH:13]=[C:12]([C:14]#[N:15])[CH:11]=[CH:10][N:9]=1.[N:16]1([C:21]2[CH:26]=[CH:25][C:24](B(O)O)=[CH:23][CH:22]=2)[CH:20]=[CH:19][CH:18]=[N:17]1. Given the product [CH3:7][N:6]1[C:2]([C:24]2[CH:23]=[CH:22][C:21]([N:16]3[CH:20]=[CH:19][CH:18]=[N:17]3)=[CH:26][CH:25]=2)=[C:3]([C:8]2[CH:13]=[C:12]([C:14]#[N:15])[CH:11]=[CH:10][N:9]=2)[N:4]=[CH:5]1, predict the reactants needed to synthesize it. (2) Given the product [F:17][B-:16]([F:20])([F:19])[F:18].[Br:1][C:2]1[C:3]([CH3:9])=[C:4]([N+:5]#[N:11])[CH:6]=[CH:7][CH:8]=1, predict the reactants needed to synthesize it. The reactants are: [Br:1][C:2]1[C:3]([CH3:9])=[C:4]([CH:6]=[CH:7][CH:8]=1)[NH2:5].Cl.[N:11]([O-])=O.[Na+].[H+].[B-:16]([F:20])([F:19])([F:18])[F:17]. (3) Given the product [C:22]1([C:25]2[CH:30]=[CH:29][CH:28]=[CH:27][CH:26]=2)[CH:23]=[CH:24][C:19]([CH2:18][S:11]([C:9]2[CH:8]=[C:7]([C:12]([CH3:15])([CH3:14])[CH3:13])[C:6]([OH:16])=[C:5]([C:1]([CH3:4])([CH3:3])[CH3:2])[CH:10]=2)=[O:36])=[CH:20][CH:21]=1, predict the reactants needed to synthesize it. The reactants are: [C:1]([C:5]1[CH:10]=[C:9]([SH:11])[CH:8]=[C:7]([C:12]([CH3:15])([CH3:14])[CH3:13])[C:6]=1[OH:16])([CH3:4])([CH3:3])[CH3:2].Br[CH2:18][C:19]1[CH:24]=[CH:23][C:22]([C:25]2[CH:30]=[CH:29][CH:28]=[CH:27][CH:26]=2)=[CH:21][CH:20]=1.ClC1C=C(C=CC=1)C(OO)=[O:36]. (4) Given the product [CH:8]1([C:14]2[C:15]3[CH:16]=[CH:17][C:18]([C:38]([OH:40])=[O:39])=[CH:19][C:20]=3[N:21]3[CH2:27][C:26]([C:28]([O:30][CH3:31])=[O:29])=[CH:25][C:24]4[CH:32]=[C:33]([O:36][CH3:37])[CH:34]=[CH:35][C:23]=4[C:22]=23)[CH2:13][CH2:12][CH2:11][CH2:10][CH2:9]1, predict the reactants needed to synthesize it. The reactants are: FC(F)(F)C(O)=O.[CH:8]1([C:14]2[C:15]3[CH:16]=[CH:17][C:18]([C:38]([O:40]C(C)(C)C)=[O:39])=[CH:19][C:20]=3[N:21]3[CH2:27][C:26]([C:28]([O:30][CH3:31])=[O:29])=[CH:25][C:24]4[CH:32]=[C:33]([O:36][CH3:37])[CH:34]=[CH:35][C:23]=4[C:22]=23)[CH2:13][CH2:12][CH2:11][CH2:10][CH2:9]1.